From a dataset of NCI-60 drug combinations with 297,098 pairs across 59 cell lines. Regression. Given two drug SMILES strings and cell line genomic features, predict the synergy score measuring deviation from expected non-interaction effect. (1) Drug 1: CC1C(C(CC(O1)OC2CC(OC(C2O)C)OC3=CC4=CC5=C(C(=O)C(C(C5)C(C(=O)C(C(C)O)O)OC)OC6CC(C(C(O6)C)O)OC7CC(C(C(O7)C)O)OC8CC(C(C(O8)C)O)(C)O)C(=C4C(=C3C)O)O)O)O. Drug 2: C1CN(CCN1C(=O)CCBr)C(=O)CCBr. Cell line: RXF 393. Synergy scores: CSS=57.8, Synergy_ZIP=0.00846, Synergy_Bliss=0.826, Synergy_Loewe=-34.4, Synergy_HSA=-0.308. (2) Drug 1: C1=CC(=CC=C1C#N)C(C2=CC=C(C=C2)C#N)N3C=NC=N3. Drug 2: C1=NC2=C(N=C(N=C2N1C3C(C(C(O3)CO)O)F)Cl)N. Cell line: NCI-H322M. Synergy scores: CSS=-1.24, Synergy_ZIP=-0.612, Synergy_Bliss=-2.96, Synergy_Loewe=-3.23, Synergy_HSA=-5.06. (3) Drug 1: C1=C(C(=O)NC(=O)N1)N(CCCl)CCCl. Drug 2: CC1=C(C=C(C=C1)C(=O)NC2=CC(=CC(=C2)C(F)(F)F)N3C=C(N=C3)C)NC4=NC=CC(=N4)C5=CN=CC=C5. Cell line: UO-31. Synergy scores: CSS=17.6, Synergy_ZIP=-5.35, Synergy_Bliss=-0.304, Synergy_Loewe=-0.148, Synergy_HSA=0.0173.